This data is from Reaction yield outcomes from USPTO patents with 853,638 reactions. The task is: Predict the reaction yield, written as a fraction of the theoretical maximum amount of product (1.0 means a 100% yield; for example, 0.34 means a 34% yield). (1) The reactants are C(O[C:4](=O)[N:5]([C:10]1[CH:15]=[CH:14][C:13]([C:16]([C:27]2[CH:32]=[CH:31][CH:30]=[CH:29][CH:28]=2)=[C:17]([CH2:20][C:21]2[CH:26]=[CH:25][CH:24]=[CH:23][CH:22]=2)[CH2:18][CH3:19])=[CH:12][CH:11]=1)CCCO)C.ICC.[H-].[Na+].[CH2:39]1[CH2:43][O:42][CH2:41][CH2:40]1. No catalyst specified. The product is [CH2:20]([C:17]([CH2:18][CH3:19])=[C:16]([C:13]1[CH:14]=[CH:15][C:10]([NH:5][CH2:4][CH2:40][CH2:41][O:42][CH2:43][CH3:39])=[CH:11][CH:12]=1)[C:27]1[CH:32]=[CH:31][CH:30]=[CH:29][CH:28]=1)[C:21]1[CH:22]=[CH:23][CH:24]=[CH:25][CH:26]=1. The yield is 0.630. (2) The reactants are [CH3:1][N:2]1[C:10]2[C:5](=[CH:6][C:7]([O:11][CH2:12][CH2:13]OS(C3C=CC(C)=CC=3)(=O)=O)=[CH:8][CH:9]=2)[C:4]([S:25]([C:28]2[C:37]3[C:32](=[CH:33][CH:34]=[CH:35][CH:36]=3)[CH:31]=[CH:30][CH:29]=2)(=[O:27])=[O:26])=[N:3]1.[CH2:38]([NH2:40])[CH3:39]. The catalyst is C1COCC1. The product is [CH2:38]([NH:40][CH2:13][CH2:12][O:11][C:7]1[CH:6]=[C:5]2[C:10](=[CH:9][CH:8]=1)[N:2]([CH3:1])[N:3]=[C:4]2[S:25]([C:28]1[C:37]2[C:32](=[CH:33][CH:34]=[CH:35][CH:36]=2)[CH:31]=[CH:30][CH:29]=1)(=[O:26])=[O:27])[CH3:39]. The yield is 0.927. (3) The reactants are [C:1]([NH:4][C:5]1[CH:6]=[C:7]([C:11]2[CH:12]=[C:13]3[C:17](=[C:18]([C:20]([NH2:22])=[O:21])[CH:19]=2)[NH:16][N:15]=[C:14]3[CH:23]2[CH2:28][CH2:27][NH:26][CH2:25][CH2:24]2)[CH:8]=[CH:9][CH:10]=1)(=[O:3])[CH3:2].C(N(C(C)C)CC)(C)C.[CH3:38][N:39]1[CH:43]=[C:42]([S:44](Cl)(=[O:46])=[O:45])[N:41]=[C:40]1[CH3:48]. The catalyst is CN(C1C=CN=CC=1)C. The product is [C:1]([NH:4][C:5]1[CH:6]=[C:7]([C:11]2[CH:12]=[C:13]3[C:17](=[C:18]([C:20]([NH2:22])=[O:21])[CH:19]=2)[NH:16][N:15]=[C:14]3[CH:23]2[CH2:28][CH2:27][N:26]([S:44]([C:42]3[N:41]=[C:40]([CH3:48])[N:39]([CH3:38])[CH:43]=3)(=[O:46])=[O:45])[CH2:25][CH2:24]2)[CH:8]=[CH:9][CH:10]=1)(=[O:3])[CH3:2]. The yield is 0.270. (4) The reactants are [CH2:1]([O:3][C:4]([CH:6]1[CH2:11][CH2:10][N:9]([CH:12]2[CH2:15][C:14]3([CH2:19][CH2:18][N:17]([C:20]([O:22][C:23](C)(C)[CH3:24])=[O:21])[CH2:16]3)[CH2:13]2)[CH2:8][CH2:7]1)=[O:5])[CH3:2].Cl.O1CCOCC1.CCN(CC)CC.ClC(OCC)=O. The catalyst is C(Cl)Cl. The product is [CH2:1]([O:3][C:4]([CH:6]1[CH2:7][CH2:8][N:9]([CH:12]2[CH2:15][C:14]3([CH2:19][CH2:18][N:17]([C:20]([O:22][CH2:23][CH3:24])=[O:21])[CH2:16]3)[CH2:13]2)[CH2:10][CH2:11]1)=[O:5])[CH3:2]. The yield is 0.930. (5) The reactants are [CH3:1][O:2][C:3]1[CH:8]=[CH:7][C:6]([O:9][CH2:10][O:11][CH3:12])=[CH:5][N:4]=1.C[Li].CN([CH:18]=[O:19])C. The catalyst is C1COCC1.C(NC(C)C)(C)C. The product is [CH3:1][O:2][C:3]1[CH:8]=[C:7]([C:6]([O:9][CH2:10][O:11][CH3:12])=[CH:5][N:4]=1)[CH:18]=[O:19]. The yield is 0.957. (6) The reactants are [C:1]([O:5][C:6]([NH:8][C@H:9]([C:23]([O:25][CH3:26])=[O:24])[CH2:10][C:11]1[CH:16]=[CH:15][C:14]([C:17]2[CH2:18][CH2:19][O:20][CH2:21][CH:22]=2)=[CH:13][CH:12]=1)=[O:7])([CH3:4])([CH3:3])[CH3:2]. The catalyst is C(O)C.[Pd]. The product is [C:1]([O:5][C:6]([NH:8][C@H:9]([C:23]([O:25][CH3:26])=[O:24])[CH2:10][C:11]1[CH:16]=[CH:15][C:14]([CH:17]2[CH2:18][CH2:19][O:20][CH2:21][CH2:22]2)=[CH:13][CH:12]=1)=[O:7])([CH3:3])([CH3:4])[CH3:2]. The yield is 0.900. (7) The reactants are [H-].[Na+].CCCCCC.[F:9][C:10]([F:18])=[CH:11][CH:12]1[CH2:16][NH:15][C:14](=[O:17])[CH2:13]1.Br[CH2:20][C:21]1[N:25]2[N:26]=[C:27]([Cl:30])[CH:28]=[CH:29][C:24]2=[N:23][C:22]=1[C:31]([F:34])([F:33])[F:32]. The catalyst is C1COCC1.O. The product is [Cl:30][C:27]1[CH:28]=[CH:29][C:24]2[N:25]([C:21]([CH2:20][N:15]3[CH2:16][CH:12]([CH:11]=[C:10]([F:18])[F:9])[CH2:13][C:14]3=[O:17])=[C:22]([C:31]([F:34])([F:33])[F:32])[N:23]=2)[N:26]=1. The yield is 0.720. (8) The reactants are [CH3:1][N:2]1[C:11]2[C:6](=[CH:7][CH:8]=[CH:9][CH:10]=2)[CH2:5][CH2:4][CH2:3]1.[S:12]([Cl:16])(=O)(=[O:14])[OH:13]. The catalyst is ClCCl.O. The product is [CH3:1][N:2]1[C:11]2[C:6](=[CH:7][CH:8]=[C:9]([S:12]([Cl:16])(=[O:14])=[O:13])[CH:10]=2)[CH2:5][CH2:4][CH2:3]1. The yield is 0.0800. (9) The reactants are C[O:2][C:3](=[O:45])[C:4]1[CH:9]=[CH:8][C:7]([O:10][C:11]2[CH:16]=[CH:15][C:14]([CH2:17][C@@H:18]([C:28]3[N:29]([CH2:41][CH2:42][CH2:43][CH3:44])[CH:30]=[C:31]([C:33]4[CH:38]=[CH:37][C:36]([Cl:39])=[CH:35][C:34]=4[Cl:40])[N:32]=3)[NH:19][C:20](=[O:27])[CH2:21][CH2:22][CH2:23][C:24](O)=[O:25])=[CH:13][CH:12]=2)=[CH:6][CH:5]=1.[C:46]([NH2:50])([CH3:49])([CH3:48])[CH3:47]. No catalyst specified. The product is [C:46]([NH:50][C:24]([CH2:23][CH2:22][CH2:21][C:20]([NH:19][C@H:18]([C:28]1[N:29]([CH2:41][CH2:42][CH2:43][CH3:44])[CH:30]=[C:31]([C:33]2[CH:38]=[CH:37][C:36]([Cl:39])=[CH:35][C:34]=2[Cl:40])[N:32]=1)[CH2:17][C:14]1[CH:15]=[CH:16][C:11]([O:10][C:7]2[CH:8]=[CH:9][C:4]([C:3]([OH:2])=[O:45])=[CH:5][CH:6]=2)=[CH:12][CH:13]=1)=[O:27])=[O:25])([CH3:49])([CH3:48])[CH3:47]. The yield is 0.620.